Dataset: CYP2C9 inhibition data for predicting drug metabolism from PubChem BioAssay. Task: Regression/Classification. Given a drug SMILES string, predict its absorption, distribution, metabolism, or excretion properties. Task type varies by dataset: regression for continuous measurements (e.g., permeability, clearance, half-life) or binary classification for categorical outcomes (e.g., BBB penetration, CYP inhibition). Dataset: cyp2c9_veith. The drug is CNc1nc(-c2ccccc2C)nc2ccccc12. The result is 0 (non-inhibitor).